This data is from Reaction yield outcomes from USPTO patents with 853,638 reactions. The task is: Predict the reaction yield, written as a fraction of the theoretical maximum amount of product (1.0 means a 100% yield; for example, 0.34 means a 34% yield). (1) The yield is 0.570. The catalyst is CCO.O.[Fe]. The product is [CH:1]([C:4]1[N:9]=[C:8]([CH2:10][N:11]2[C:19]3[CH:18]=[CH:17][CH:16]=[C:15]([NH2:20])[C:14]=3[C:13]([CH3:23])=[N:12]2)[CH:7]=[CH:6][CH:5]=1)([CH3:3])[CH3:2]. The reactants are [CH:1]([C:4]1[N:9]=[C:8]([CH2:10][N:11]2[C:19]3[C:14](=[C:15]([N+:20]([O-])=O)[CH:16]=[CH:17][CH:18]=3)[C:13]([CH3:23])=[N:12]2)[CH:7]=[CH:6][CH:5]=1)([CH3:3])[CH3:2].[Cl-].[NH4+]. (2) The reactants are [CH3:1][C:2]12[CH2:12][CH:6]3[CH2:7][C:8]([CH3:11])([CH2:10][C:4](Br)([CH2:5]3)[CH2:3]1)[CH2:9]2.[C:14]([O-:17])(=[O:16])[CH3:15].[K+]. The catalyst is C(O)(=O)C. The product is [C:14]([O:17][C:4]12[CH2:3][C:2]3([CH3:1])[CH2:12][CH:6]([CH2:7][C:8]([CH3:11])([CH2:9]3)[CH2:10]1)[CH2:5]2)(=[O:16])[CH3:15]. The yield is 0.670. (3) The reactants are [CH:1]1[C:10]2[C:5](=[CH:6][CH:7]=[CH:8][CH:9]=2)[CH:4]=[C:3]([C:11]([NH:13][C:14]2[NH:15][C:16]3[C:22]([C:23]([OH:25])=O)=[CH:21][CH:20]=[CH:19][C:17]=3[N:18]=2)=[O:12])[N:2]=1.CN(C(ON1N=NC2C=CC=CC1=2)=[N+](C)C)C.F[P-](F)(F)(F)(F)F.CCN(C(C)C)C(C)C.[NH:59]1[C:63]2[CH2:64][CH2:65][CH2:66][CH2:67][C:62]=2[N:61]=[C:60]1[NH2:68]. The catalyst is CN(C=O)C. The product is [NH:59]1[C:63]2[CH2:64][CH2:65][CH2:66][CH2:67][C:62]=2[N:61]=[C:60]1[NH:68][C:23]([C:22]1[C:16]2[N:15]=[C:14]([NH:13][C:11]([C:3]3[N:2]=[CH:1][C:10]4[C:5]([CH:4]=3)=[CH:6][CH:7]=[CH:8][CH:9]=4)=[O:12])[NH:18][C:17]=2[CH:19]=[CH:20][CH:21]=1)=[O:25]. The yield is 0.130. (4) The reactants are [CH3:1][C:2]1([CH3:12])[O:6][C@H:5]([C@@H:7]([NH2:11])[CH2:8][S:9][CH3:10])[CH2:4][O:3]1.C([BH3-])#N.[Na+].[CH2:17]([O:24][CH2:25][N:26]1[C:34]2[C:33]([O:35][C:36]([CH3:39])([CH3:38])[CH3:37])=[N:32][CH:31]=[N:30][C:29]=2[C:28]([CH:40]=O)=[CH:27]1)[C:18]1[CH:23]=[CH:22][CH:21]=[CH:20][CH:19]=1. No catalyst specified. The product is [CH2:17]([O:24][CH2:25][N:26]1[C:34]2[C:33]([O:35][C:36]([CH3:38])([CH3:37])[CH3:39])=[N:32][CH:31]=[N:30][C:29]=2[C:28]([CH2:40][NH:11][C@H:7]([C@@H:5]2[CH2:4][O:3][C:2]([CH3:12])([CH3:1])[O:6]2)[CH2:8][S:9][CH3:10])=[CH:27]1)[C:18]1[CH:23]=[CH:22][CH:21]=[CH:20][CH:19]=1. The yield is 0.930. (5) The reactants are [OH:1][CH2:2][CH2:3][CH2:4][C:5]1[C:10](=[O:11])[N:9](CC2C=CC(OC)=CC=2)[NH:8][C:7](=[O:21])[CH:6]=1.C1(OC)C=CC=CC=1. The catalyst is C(O)(C(F)(F)F)=O. The product is [OH:1][CH2:2][CH2:3][CH2:4][C:5]1[C:10](=[O:11])[NH:9][NH:8][C:7](=[O:21])[CH:6]=1. The yield is 0.920. (6) The reactants are [Br:1][C:2]1[CH:7]=[CH:6][C:5]([C:8](=[O:13])[CH2:9][CH2:10][CH2:11][Cl:12])=[CH:4][CH:3]=1.[BH4-].[Na+].Cl. The catalyst is CO. The product is [Br:1][C:2]1[CH:3]=[CH:4][C:5]([CH:8]([OH:13])[CH2:9][CH2:10][CH2:11][Cl:12])=[CH:6][CH:7]=1. The yield is 0.990.